This data is from Full USPTO retrosynthesis dataset with 1.9M reactions from patents (1976-2016). The task is: Predict the reactants needed to synthesize the given product. The reactants are: [Cl:1][C:2]1[CH:7]=[CH:6][C:5]([C@@H:8]([NH:11][S@](C(C)(C)C)=O)[CH2:9][CH3:10])=[C:4]([F:18])[C:3]=1[O:19][C:20]1[CH:25]=[CH:24][CH:23]=[C:22]([CH2:26][OH:27])[CH:21]=1.Cl. Given the product [ClH:1].[NH2:11][C@H:8]([C:5]1[C:4]([F:18])=[C:3]([C:2]([Cl:1])=[CH:7][CH:6]=1)[O:19][C:20]1[CH:21]=[C:22]([CH2:26][OH:27])[CH:23]=[CH:24][CH:25]=1)[CH2:9][CH3:10], predict the reactants needed to synthesize it.